This data is from Catalyst prediction with 721,799 reactions and 888 catalyst types from USPTO. The task is: Predict which catalyst facilitates the given reaction. (1) Reactant: [C:1]([OH:6])(=[O:5])[C:2]([OH:4])=[O:3].[C:7]([O-:10])(=[O:9])[CH3:8].[Mn+2:11].C([O-])(=[O:14])C. Product: [OH2:3].[OH2:9].[OH2:14].[OH2:3].[C:2]([O-:4])(=[O:3])[CH3:1].[Mn+2:11].[C:7]([O-:10])(=[O:9])[CH3:8].[C:1]([OH:6])(=[O:5])[C:2]([OH:4])=[O:3].[C:1]([O-:6])(=[O:5])[C:2]([O-:4])=[O:3].[Mn+2:11]. The catalyst class is: 6. (2) Reactant: [CH2:1]([C:3]1[C:4]([CH3:27])=[N:5][C:6]2[N:7]([N:11]=[CH:12][C:13]=2[C:14]2[CH:15]=[N:16][N:17](COCC[Si](C)(C)C)[CH:18]=2)[C:8]=1[O:9]C)[CH3:2].Cl. Product: [CH2:1]([C:3]1[C:8](=[O:9])[N:7]2[N:11]=[CH:12][C:13]([C:14]3[CH:15]=[N:16][NH:17][CH:18]=3)=[C:6]2[NH:5][C:4]=1[CH3:27])[CH3:2]. The catalyst class is: 5. (3) Reactant: [Cl:1][C:2]1[CH:3]=[C:4]2[C:8](=[CH:9][CH:10]=1)[N:7]([CH2:11][CH2:12][S:13]([CH3:16])(=[O:15])=[O:14])[C:6]([CH2:17]O)=[CH:5]2.S(Cl)([Cl:21])=O.C(=O)(O)[O-].[Na+]. Product: [Cl:1][C:2]1[CH:3]=[C:4]2[C:8](=[CH:9][CH:10]=1)[N:7]([CH2:11][CH2:12][S:13]([CH3:16])(=[O:15])=[O:14])[C:6]([CH2:17][Cl:21])=[CH:5]2. The catalyst class is: 4. (4) Reactant: C(NC(C)C)(C)C.[Li]CCCC.[Br:13][C:14]1[CH:19]=[C:18]([CH3:20])[CH:17]=[CH:16][C:15]=1[F:21].[C:22](=[O:24])=[O:23]. Product: [Br:13][C:14]1[C:15]([F:21])=[C:16]([CH:17]=[C:18]([CH3:20])[CH:19]=1)[C:22]([OH:24])=[O:23]. The catalyst class is: 1. (5) Reactant: [CH3:1][N:2]([C:18]1[C:27]2[C:22](=[CH:23][CH:24]=[CH:25][CH:26]=2)[N:21]=[C:20]([CH3:28])[N:19]=1)[C:3]1[CH:8]=[CH:7][C:6]([NH:9][C:10]([NH:12][NH:13][C:14](OC)=[O:15])=[O:11])=[CH:5][CH:4]=1.C([O-])([O-])=O.[K+].[K+].CO. Product: [CH3:1][N:2]([C:18]1[C:27]2[C:22](=[CH:23][CH:24]=[CH:25][CH:26]=2)[N:21]=[C:20]([CH3:28])[N:19]=1)[C:3]1[CH:4]=[CH:5][C:6]([N:9]2[C:10](=[O:11])[NH:12][NH:13][C:14]2=[O:15])=[CH:7][CH:8]=1. The catalyst class is: 1.